Dataset: Reaction yield outcomes from USPTO patents with 853,638 reactions. Task: Predict the reaction yield, written as a fraction of the theoretical maximum amount of product (1.0 means a 100% yield; for example, 0.34 means a 34% yield). (1) The reactants are [Cl-].O[NH3+:3].[C:4](=[O:7])([O-])[OH:5].[Na+].CS(C)=O.[CH2:13]([C:17]1[N:18]=[C:19]([CH3:50])[N:20]([CH2:39][C:40]2[N:44]=[C:43]([C:45]3[CH:49]=[CH:48][S:47][CH:46]=3)[O:42][N:41]=2)[C:21](=[O:38])[C:22]=1[CH2:23][C:24]1[CH:29]=[CH:28][C:27]([C:30]2[C:31]([C:36]#[N:37])=[CH:32][CH:33]=[CH:34][CH:35]=2)=[CH:26][CH:25]=1)[CH2:14][CH2:15][CH3:16]. The catalyst is C(OCC)(=O)C. The product is [CH2:13]([C:17]1[N:18]=[C:19]([CH3:50])[N:20]([CH2:39][C:40]2[N:44]=[C:43]([C:45]3[CH:49]=[CH:48][S:47][CH:46]=3)[O:42][N:41]=2)[C:21](=[O:38])[C:22]=1[CH2:23][C:24]1[CH:29]=[CH:28][C:27]([C:30]2[CH:35]=[CH:34][CH:33]=[CH:32][C:31]=2[C:36]2[NH:3][C:4](=[O:7])[O:5][N:37]=2)=[CH:26][CH:25]=1)[CH2:14][CH2:15][CH3:16]. The yield is 0.250. (2) The reactants are [NH3:1].[CH2:2]1[CH:8]([S:9](Cl)(=[O:11])=[O:10])[CH2:7][S:4](=[O:6])(=[O:5])[CH2:3]1. The catalyst is O1CCOCC1.CO. The product is [S:4]1(=[O:6])(=[O:5])[CH2:3][CH2:2][CH:8]([S:9]([NH2:1])(=[O:11])=[O:10])[CH2:7]1. The yield is 0.810.